From a dataset of TCR-epitope binding with 47,182 pairs between 192 epitopes and 23,139 TCRs. Binary Classification. Given a T-cell receptor sequence (or CDR3 region) and an epitope sequence, predict whether binding occurs between them. (1) The epitope is RIFTIGTVTLK. The TCR CDR3 sequence is CASSNFQGPQETQYF. Result: 0 (the TCR does not bind to the epitope). (2) The epitope is CTELKLSDY. The TCR CDR3 sequence is CASSQEWLAETQYF. Result: 0 (the TCR does not bind to the epitope). (3) The epitope is FIAGLIAIV. The TCR CDR3 sequence is CASSHTISGRKDEQFF. Result: 1 (the TCR binds to the epitope). (4) The TCR CDR3 sequence is CASSETRANIQYF. Result: 1 (the TCR binds to the epitope). The epitope is PROT_97E67BCC. (5) The epitope is AYAQKIFKI. The TCR CDR3 sequence is CASTPENQETQYF. Result: 1 (the TCR binds to the epitope). (6) The epitope is QVPLRPMTYK. The TCR CDR3 sequence is CASSVSGFSTDTQYF. Result: 1 (the TCR binds to the epitope).